From a dataset of Forward reaction prediction with 1.9M reactions from USPTO patents (1976-2016). Predict the product of the given reaction. (1) The product is: [F:22][CH2:21][CH2:20][N:7]1[CH2:6][CH2:5][N:4]([C:8]2[CH:18]=[CH:17][C:11]([C:12]([O:14][CH2:15][CH3:16])=[O:13])=[CH:10][CH:9]=2)[CH2:3][CH:2]1[CH3:1]. Given the reactants [CH3:1][CH:2]1[NH:7][CH2:6][CH2:5][N:4]([C:8]2[CH:18]=[CH:17][C:11]([C:12]([O:14][CH2:15][CH3:16])=[O:13])=[CH:10][CH:9]=2)[CH2:3]1.Br[CH2:20][CH2:21][F:22].C([O-])([O-])=O.[Na+].[Na+], predict the reaction product. (2) Given the reactants CO[C:3](=[O:13])[C:4]1[C:9]([I:10])=[CH:8][CH:7]=[CH:6][C:5]=1[CH2:11]Br.[CH2:14]([C:18]1[CH:25]=[CH:24][C:21]([CH2:22][NH2:23])=[CH:20][CH:19]=1)[CH2:15][CH2:16][CH3:17].C([O-])([O-])=O.[K+].[K+].C(OCC)(=O)C, predict the reaction product. The product is: [I:10][C:9]1[CH:8]=[CH:7][CH:6]=[C:5]2[C:4]=1[C:3](=[O:13])[N:23]([CH2:22][C:21]1[CH:24]=[CH:25][C:18]([CH2:14][CH2:15][CH2:16][CH3:17])=[CH:19][CH:20]=1)[CH2:11]2. (3) Given the reactants [Br:1][C:2]1[CH:3]=[N:4][CH:5]=[CH:6][C:7]=1/[CH:8]=[C:9]1/[C:10](=[O:19])[C:11]2[C:16]([CH2:17]/1)=[CH:15][C:14]([Cl:18])=[CH:13][CH:12]=2, predict the reaction product. The product is: [Br:1][C:2]1[CH:3]=[N:4][CH:5]=[CH:6][C:7]=1[CH2:8][CH:9]1[CH2:17][C:16]2[C:11](=[CH:12][CH:13]=[C:14]([Cl:18])[CH:15]=2)[C:10]1=[O:19]. (4) Given the reactants [CH3:1][N:2]1[C:6]([S:7][C:8]2[C:17](=[O:18])[C:16]3[C:11](=[CH:12][CH:13]=[CH:14][CH:15]=3)/[C:10](=[N:19]/[S:20]([C:23]3[CH:28]=[CH:27][C:26]([C:29]4[CH:34]=[CH:33][CH:32]=[CH:31][CH:30]=4)=[CH:25][CH:24]=3)(=[O:22])=[O:21])/[CH:9]=2)=[N:5][N:4]=[N:3]1.[Cl:35]C1C=CC(S(/N=C2\C=C(Cl)C(=O)C3C\2=CC=CC=3)(=O)=O)=CC=1, predict the reaction product. The product is: [Cl:35][C:26]1[CH:27]=[CH:28][C:23]([S:20](/[N:19]=[C:10]2\[CH:9]=[C:8]([S:7][C:6]3[N:2]([CH3:1])[N:3]=[N:4][N:5]=3)[C:17](=[O:18])[C:16]3[C:11]\2=[CH:12][CH:13]=[CH:14][CH:15]=3)(=[O:22])=[O:21])=[CH:24][CH:25]=1.[CH3:1][N:2]1[C:6]([S:7][C:8]2[C:17](=[O:18])[C:16]3[C:11](=[CH:12][CH:13]=[CH:14][CH:15]=3)/[C:10](=[N:19]/[S:20]([C:23]3[CH:28]=[CH:27][C:26]([C:29]4[CH:34]=[CH:33][CH:32]=[CH:31][CH:30]=4)=[CH:25][CH:24]=3)(=[O:21])=[O:22])/[CH:9]=2)=[N:5][N:4]=[N:3]1. (5) Given the reactants C(NC(C)C)(C)C.C([Li])CCC.[CH:13]([CH:16]1[CH2:21][CH2:20][O:19][C:17]1=[O:18])([CH3:15])[CH3:14].[CH3:22][O:23][CH2:24]Cl, predict the reaction product. The product is: [CH:13]([C:16]1([CH2:22][O:23][CH3:24])[CH2:21][CH2:20][O:19][C:17]1=[O:18])([CH3:15])[CH3:14]. (6) Given the reactants C([O:3][C:4](=O)[CH:5]([CH2:11][C:12]1[CH:17]=[CH:16][C:15]([O:18][C:19]([F:22])([F:21])[F:20])=[CH:14][CH:13]=1)[C:6](OCC)=[O:7])C.[H-].[Al+3].[Li+].[H-].[H-].[H-].Cl, predict the reaction product. The product is: [F:20][C:19]([F:21])([F:22])[O:18][C:15]1[CH:14]=[CH:13][C:12]([CH2:11][CH:5]([CH2:6][OH:7])[CH2:4][OH:3])=[CH:17][CH:16]=1. (7) Given the reactants [ClH:1].Cl.[C@H]1(C[N:14]2[CH2:19][CH2:18][CH:17]([NH:20][C:21]([C:23]3[NH:24][C:25]4[C:30]([CH:31]=3)=[C:29]([O:32][CH2:33][C:34]3[C:38]5[C:39]([F:44])=[CH:40][C:41]([F:43])=[CH:42][C:37]=5[O:36][CH:35]=3)[CH:28]=[CH:27][CH:26]=4)=[O:22])[CH2:16][CH2:15]2)[C@@H]2N(CCCC2)CCC1.Cl.Cl.Cl.NC1CCN([CH2:55][C@@H:56]([N:58]2[CH2:63][CH2:62][C@H:61]([OH:64])[C@@H:60]([CH3:65])[CH2:59]2)[CH3:57])CC1, predict the reaction product. The product is: [ClH:1].[ClH:1].[OH:64][C@H:61]1[CH2:62][CH2:63][N:58]([C@@H:56]([CH3:57])[CH2:55][N:14]2[CH2:15][CH2:16][CH:17]([NH:20][C:21]([C:23]3[NH:24][C:25]4[C:30]([CH:31]=3)=[C:29]([O:32][CH2:33][C:34]3[C:38]5[C:39]([F:44])=[CH:40][C:41]([F:43])=[CH:42][C:37]=5[O:36][CH:35]=3)[CH:28]=[CH:27][CH:26]=4)=[O:22])[CH2:18][CH2:19]2)[CH2:59][C@@H:60]1[CH3:65]. (8) Given the reactants C([Li])CCC.CN(CCN(C)C)C.[F:14][C:15]([F:26])([F:25])[O:16][C:17]1[CH:22]=[CH:21][C:20]([O:23][CH3:24])=[CH:19][CH:18]=1.CON(C)[C:30](=[O:37])[C:31]1[CH:36]=[CH:35][CH:34]=[CH:33][CH:32]=1, predict the reaction product. The product is: [CH3:24][O:23][C:20]1[CH:19]=[CH:18][C:17]([O:16][C:15]([F:25])([F:26])[F:14])=[CH:22][C:21]=1[C:30]([C:31]1[CH:36]=[CH:35][CH:34]=[CH:33][CH:32]=1)=[O:37].